From a dataset of Forward reaction prediction with 1.9M reactions from USPTO patents (1976-2016). Predict the product of the given reaction. Given the reactants [Br-].[CH2:2]([P+](C1C=CC=CC=1)(C1C=CC=CC=1)C1C=CC=CC=1)[CH2:3][C:4]1[CH:9]=[CH:8][CH:7]=[CH:6][CH:5]=1.[CH3:29][CH:30]1[CH:35]=[C:34]([CH3:36])[CH2:33][CH2:32][CH:31]1[CH:37]=O, predict the reaction product. The product is: [CH3:29][CH:30]1[CH:35]=[C:34]([CH3:36])[CH2:33][CH2:32][CH:31]1[CH:37]=[CH:2][CH2:3][C:4]1[CH:5]=[CH:6][CH:7]=[CH:8][CH:9]=1.